From a dataset of Catalyst prediction with 721,799 reactions and 888 catalyst types from USPTO. Predict which catalyst facilitates the given reaction. (1) Reactant: [Cl:1][C:2]1[CH:3]=[C:4]([C@@H:8]([OH:39])[CH2:9][N:10]([C@H:18]([CH3:38])[CH2:19][C:20]2[CH:25]=[CH:24][C:23]([S:26]([C:29]3[CH:34]=[CH:33][C:32]([CH3:35])=[CH:31][C:30]=3[CH:36]=O)(=[O:28])=[O:27])=[CH:22][CH:21]=2)[C:11](=[O:17])[O:12][C:13]([CH3:16])([CH3:15])[CH3:14])[CH:5]=[CH:6][CH:7]=1.[C:40]([CH:45]=P(C1C=CC=CC=1)(C1C=CC=CC=1)C1C=CC=CC=1)([O:42][CH2:43][CH3:44])=[O:41].C(=O)(O)[O-].[Na+]. Product: [C:13]([O:12][C:11]([N:10]([CH2:9][C@@H:8]([C:4]1[CH:5]=[CH:6][CH:7]=[C:2]([Cl:1])[CH:3]=1)[OH:39])[C@H:18]([CH3:38])[CH2:19][C:20]1[CH:25]=[CH:24][C:23]([S:26]([C:29]2[CH:34]=[CH:33][C:32]([CH3:35])=[CH:31][C:30]=2/[CH:36]=[CH:45]/[C:40]([O:42][CH2:43][CH3:44])=[O:41])(=[O:27])=[O:28])=[CH:22][CH:21]=1)=[O:17])([CH3:14])([CH3:16])[CH3:15]. The catalyst class is: 7. (2) Reactant: [F:1][C:2]1[C:16]([F:17])=[CH:15][CH:14]=[C:13]([C:18]([N:20]2CC(=C)C2)=[O:19])[C:3]=1[NH:4][C:5]1[CH:10]=[CH:9][C:8]([I:11])=[CH:7][C:6]=1[F:12].C[N+]1([O-])CC[O:29][CH2:28]C1.[CH3:33][C:34]([CH3:36])=[O:35].O. Product: [F:1][C:2]1[C:3]([NH:4][C:5]2[CH:10]=[CH:9][C:8]([I:11])=[CH:7][C:6]=2[F:12])=[C:13]([C:18]([N:20]2[CH2:36][C:34]([CH2:28][OH:29])([OH:35])[CH2:33]2)=[O:19])[CH:14]=[CH:15][C:16]=1[F:17]. The catalyst class is: 771. (3) Reactant: [O:1]=[C:2]1[C:10]2[C:5](=[CH:6][CH:7]=[CH:8][CH:9]=2)[C:4](=[O:11])[N:3]1[CH2:12][CH2:13][CH2:14][O:15][C:16]1[CH:23]=[CH:22][CH:21]=[C:20](F)[C:17]=1[C:18]#[N:19].[C:25]([O:29][CH3:30])(=[O:28])[CH2:26][SH:27].C(=O)([O-])[O-].[Na+].[Na+]. Product: [NH2:19][C:18]1[C:17]2[C:16]([O:15][CH2:14][CH2:13][CH2:12][N:3]3[C:2](=[O:1])[C:10]4[C:5](=[CH:6][CH:7]=[CH:8][CH:9]=4)[C:4]3=[O:11])=[CH:23][CH:22]=[CH:21][C:20]=2[S:27][C:26]=1[C:25]([O:29][CH3:30])=[O:28]. The catalyst class is: 24. (4) Reactant: [F:1][C:2]1[CH:18]=[C:17]([F:19])[CH:16]=[C:15]([F:20])[C:3]=1[C:4]([C:6]1[CH:7]=[C:8]([C:11]([O:13][CH3:14])=[O:12])[NH:9][CH:10]=1)=O.C([SiH](CC)CC)C. Product: [F:1][C:2]1[CH:18]=[C:17]([F:19])[CH:16]=[C:15]([F:20])[C:3]=1[CH2:4][C:6]1[CH:7]=[C:8]([C:11]([O:13][CH3:14])=[O:12])[NH:9][CH:10]=1. The catalyst class is: 67. (5) Reactant: [NH2:1][C:2]1[C:11]2[N:12]=[C:13]([CH2:20][O:21][CH2:22][CH3:23])[N:14]([CH2:15][C:16]([CH3:19])([OH:18])[CH3:17])[C:10]=2[C:9]2[N:8]=[CH:7][C:6](Br)=[CH:5][C:4]=2[N:3]=1.[C:25]1(B(O)O)[CH:30]=[CH:29][CH:28]=[CH:27][CH:26]=1.C(=O)([O-])[O-].[K+].[K+].COCCOC. Product: [NH2:1][C:2]1[C:11]2[N:12]=[C:13]([CH2:20][O:21][CH2:22][CH3:23])[N:14]([CH2:15][C:16]([CH3:19])([OH:18])[CH3:17])[C:10]=2[C:9]2[N:8]=[CH:7][C:6]([C:25]3[CH:30]=[CH:29][CH:28]=[CH:27][CH:26]=3)=[CH:5][C:4]=2[N:3]=1. The catalyst class is: 189. (6) The catalyst class is: 32. Reactant: Cl[C:2]1[N:7]=[C:6]([CH3:8])[C:5]([F:9])=[CH:4][CH:3]=1.O.[NH2:11][NH2:12]. Product: [F:9][C:5]1[C:6]([CH3:8])=[N:7][C:2]([NH:11][NH2:12])=[CH:3][CH:4]=1.